This data is from Reaction yield outcomes from USPTO patents with 853,638 reactions. The task is: Predict the reaction yield, written as a fraction of the theoretical maximum amount of product (1.0 means a 100% yield; for example, 0.34 means a 34% yield). (1) The reactants are Br[C:2]1[C:3]([O:18][C:19]2[CH:24]=[CH:23][C:22]([C:25]([O:27][C:28]([CH3:31])([CH3:30])[CH3:29])=[O:26])=[CH:21][C:20]=2[N+:32]([O-:34])=[O:33])=[C:4]([Cl:17])[CH:5]=[C:6]2[C:11]=1[O:10][CH2:9][CH2:8][CH:7]2[C:12]([O:14][CH2:15][CH3:16])=[O:13].P([O-])([O-])([O-])=O.[K+].[K+].[K+].C1(P([CH:56]2[CH2:61][CH2:60]CCC2)C2CCCCC2)CCCCC1.C1(B(O)O)CC1. The catalyst is C1(C)C=CC=CC=1.C([O-])(=O)C.[Pd+2].C([O-])(=O)C.O. The product is [C:28]([O:27][C:25]([C:22]1[CH:23]=[CH:24][C:19]([O:18][C:3]2[C:2]([CH:60]3[CH2:61][CH2:56]3)=[C:11]3[C:6]([CH:7]([C:12]([O:14][CH2:15][CH3:16])=[O:13])[CH2:8][CH2:9][O:10]3)=[CH:5][C:4]=2[Cl:17])=[C:20]([N+:32]([O-:34])=[O:33])[CH:21]=1)=[O:26])([CH3:31])([CH3:30])[CH3:29]. The yield is 0.510. (2) The reactants are Cl[C:2]1[C:11]2[C:6](=[CH:7][C:8]([O:19][CH2:20][CH2:21][CH2:22][Cl:23])=[CH:9][C:10]=2[O:12][CH:13]2[CH2:18][CH2:17][O:16][CH2:15][CH2:14]2)[N:5]=[CH:4][N:3]=1.[NH2:24][C:25]1[C:30]([Cl:31])=[CH:29][N:28]=[C:27]2[O:32][CH2:33][O:34][C:26]=12. No catalyst specified. The product is [Cl:31][C:30]1[C:25]([NH:24][C:2]2[C:11]3[C:6](=[CH:7][C:8]([O:19][CH2:20][CH2:21][CH2:22][Cl:23])=[CH:9][C:10]=3[O:12][CH:13]3[CH2:18][CH2:17][O:16][CH2:15][CH2:14]3)[N:5]=[CH:4][N:3]=2)=[C:26]2[O:34][CH2:33][O:32][C:27]2=[N:28][CH:29]=1. The yield is 0.780. (3) The reactants are [CH2:1]([N:8]1[CH2:13][CH2:12][CH:11]([C:14]2[CH:18]=[CH:17][S:16][CH:15]=2)[CH:10]([C:19](Cl)=[O:20])[CH2:9]1)[C:2]1[CH:7]=[CH:6][CH:5]=[CH:4][CH:3]=1. The catalyst is C(Cl)Cl. The product is [CH2:1]([N:8]1[CH2:13][CH2:12][CH:11]2[CH:10]([C:19](=[O:20])[C:15]3[S:16][CH:17]=[CH:18][C:14]=32)[CH2:9]1)[C:2]1[CH:7]=[CH:6][CH:5]=[CH:4][CH:3]=1. The yield is 0.120. (4) The reactants are [CH:18]1(P([CH:18]2[CH2:23][CH2:22][CH2:21][CH2:20][CH2:19]2)C2C(OC)=CC=CC=2OC)[CH2:23][CH2:22][CH2:21][CH2:20][CH2:19]1.[CH3:24][C:25]([CH3:28])([O-])[CH3:26].[Na+].COC1C=C(Cl)C=C(OC)C=1.[CH3:41][NH:42][C:43]1C=C[CH:46]=[CH:45][CH:44]=1. The catalyst is C([O-])(=O)C.[Pd+2].C([O-])(=O)C.C(Cl)Cl.C1(C)C=CC=CC=1. The product is [C:18]1([N:42]([C:43]2[CH:44]=[C:45]([CH3:46])[CH:26]=[C:25]([CH3:28])[CH:24]=2)[CH3:41])[CH:19]=[CH:20][CH:21]=[CH:22][CH:23]=1. The yield is 0.770. (5) The reactants are C1CCC(N=C=NC2CCCCC2)CC1.C1C=CC2N(O)N=NC=2C=1.Cl.[F:27][C:28]1[CH:33]=[CH:32][C:31]([N:34]([CH3:45])[CH:35]([C:39]2[CH:44]=[CH:43][CH:42]=[CH:41][CH:40]=2)[C:36]([OH:38])=[O:37])=[CH:30][CH:29]=1.[N:46]12[CH2:53][CH2:52][CH:49]([CH2:50][CH2:51]1)[C@@H:48](O)[CH2:47]2. The catalyst is C1COCC1. The product is [F:27][C:28]1[CH:33]=[CH:32][C:31]([N:34]([CH3:45])[CH:35]([C:39]2[CH:40]=[CH:41][CH:42]=[CH:43][CH:44]=2)[C:36]([O:38][C@@H:48]2[CH:49]3[CH2:52][CH2:53][N:46]([CH2:51][CH2:50]3)[CH2:47]2)=[O:37])=[CH:30][CH:29]=1. The yield is 0.840. (6) The reactants are [Br:1][C:2]1[C:3]([NH:9][C:10]2[CH:19]=[CH:18][CH:17]=[CH:16][C:11]=2[C:12]([NH:14][CH3:15])=[O:13])=[N:4][C:5](Cl)=[N:6][CH:7]=1.[NH2:20][C:21]1[C:22]([O:34][CH3:35])=[CH:23][C:24]2[N:30]([CH3:31])[C:29](=[O:32])[O:28][CH2:27][CH2:26][C:25]=2[CH:33]=1. No catalyst specified. The product is [Br:1][C:2]1[C:3]([NH:9][C:10]2[CH:19]=[CH:18][CH:17]=[CH:16][C:11]=2[C:12]([NH:14][CH3:15])=[O:13])=[N:4][C:5]([NH:20][C:21]2[C:22]([O:34][CH3:35])=[CH:23][C:24]3[N:30]([CH3:31])[C:29](=[O:32])[O:28][CH2:27][CH2:26][C:25]=3[CH:33]=2)=[N:6][CH:7]=1. The yield is 0.240.